The task is: Predict the reactants needed to synthesize the given product.. This data is from Full USPTO retrosynthesis dataset with 1.9M reactions from patents (1976-2016). (1) Given the product [Cl:17][C:14]1[CH:13]=[CH:12][C:11]([C:10]2[C:4]([C:5]([O:7][CH2:8][CH3:9])=[O:6])=[CH:3][N:44]=[C:42]([NH:41][C:31]3[CH:32]=[CH:33][C:34]([N:35]4[CH:39]=[C:38]([CH3:40])[N:37]=[CH:36]4)=[C:29]([F:28])[CH:30]=3)[N:43]=2)=[CH:16][CH:15]=1, predict the reactants needed to synthesize it. The reactants are: CN(C)[CH:3]=[C:4]([C:10](=O)[C:11]1[CH:16]=[CH:15][C:14]([Cl:17])=[CH:13][CH:12]=1)[C:5]([O:7][CH2:8][CH3:9])=[O:6].[N+]([O-])(O)=O.[N+]([O-])(O)=O.[F:28][C:29]1[CH:30]=[C:31]([NH:41][C:42]([NH2:44])=[NH:43])[CH:32]=[CH:33][C:34]=1[N:35]1[CH:39]=[C:38]([CH3:40])[N:37]=[CH:36]1. (2) Given the product [O:2]1[C:6]2[CH:7]=[CH:8][CH:9]=[C:10]([CH:11]3[CH2:16][CH2:15][N:14]([CH2:17][CH2:18][C@H:19]4[CH2:20][CH2:21][C@H:22]([NH:25][C:31](=[O:32])[C:30]5[CH:34]=[CH:35][C:27]([CH3:26])=[N:28][CH:29]=5)[CH2:23][CH2:24]4)[CH2:13][CH2:12]3)[C:5]=2[O:4][CH2:3]1, predict the reactants needed to synthesize it. The reactants are: Cl.[O:2]1[C:6]2[CH:7]=[CH:8][CH:9]=[C:10]([CH:11]3[CH2:16][CH2:15][N:14]([CH2:17][CH2:18][C@H:19]4[CH2:24][CH2:23][C@H:22]([NH2:25])[CH2:21][CH2:20]4)[CH2:13][CH2:12]3)[C:5]=2[O:4][CH2:3]1.[CH3:26][C:27]1[CH:35]=[CH:34][C:30]([C:31](O)=[O:32])=[CH:29][N:28]=1. (3) Given the product [N:25]1([CH2:2][CH2:3][CH2:4][CH2:5][CH2:6][N:7]2[C:15]3[C:10](=[CH:11][CH:12]=[CH:13][CH:14]=3)[C:9]3[CH2:16][CH2:17][O:18][C:19]4[CH:24]=[CH:23][CH:22]=[CH:21][C:20]=4[C:8]2=3)[CH2:30][CH2:29][CH2:28][CH2:27][CH2:26]1, predict the reactants needed to synthesize it. The reactants are: Cl[CH2:2][CH2:3][CH2:4][CH2:5][CH2:6][N:7]1[C:15]2[C:10](=[CH:11][CH:12]=[CH:13][CH:14]=2)[C:9]2[CH2:16][CH2:17][O:18][C:19]3[CH:24]=[CH:23][CH:22]=[CH:21][C:20]=3[C:8]1=2.[NH:25]1[CH2:30][CH2:29][CH2:28][CH2:27][CH2:26]1. (4) Given the product [CH3:11][C:12]1[C:13]([CH3:14])=[N:8][C:5]([CH2:6][OH:7])=[C:2]([CH2:3][OH:4])[N:1]=1, predict the reactants needed to synthesize it. The reactants are: [NH2:1][CH:2]([CH:5]([NH2:8])[CH2:6][OH:7])[CH2:3][OH:4].[OH-].[K+].[CH3:11][C:12](=O)[C:13](=O)[CH3:14].O=O.Cl. (5) Given the product [Si:1]([O:8][C@@H:9]1[C:13](=[O:25])[N:12]([C:14]([O:16][C:17]([CH3:18])([CH3:20])[CH3:19])=[O:15])[C@H:11]([C:21]([O:23][CH3:24])=[O:22])[CH2:10]1)([C:4]([CH3:7])([CH3:6])[CH3:5])([CH3:2])[CH3:3], predict the reactants needed to synthesize it. The reactants are: [Si:1]([O:8][C@@H:9]1[CH2:13][N:12]([C:14]([O:16][C:17]([CH3:20])([CH3:19])[CH3:18])=[O:15])[C@H:11]([C:21]([O:23][CH3:24])=[O:22])[CH2:10]1)([C:4]([CH3:7])([CH3:6])[CH3:5])([CH3:3])[CH3:2].[OH2:25]. (6) Given the product [OH:20][C:16]1[CH:15]=[C:14]([C@@:3]23[C@@H:2]([OH:1])[CH2:11][CH2:10][CH2:9][C@H:8]2[C@H:7]([CH3:12])[C:6]2([O:24][CH2:23][CH2:21][O:13]2)[CH2:5][CH2:4]3)[CH:19]=[CH:18][CH:17]=1, predict the reactants needed to synthesize it. The reactants are: [OH:1][C@H:2]1[CH2:11][CH2:10][CH2:9][C@@H:8]2[C@:3]1([C:14]1[CH:19]=[CH:18][CH:17]=[C:16]([OH:20])[CH:15]=1)[CH2:4][CH2:5][C:6](=[O:13])[C@H:7]2[CH3:12].[CH2:21]([C:23]1(C)OCC[O:24]1)C.C(O)CO.C1(C)C=CC(S(O)(=O)=O)=CC=1. (7) Given the product [F:1][C:2]1[CH:7]=[C:6]([OH:8])[CH:5]=[CH:4][C:3]=1[C:10]([C:12]1[S:28][C:15]2[N:16]([CH2:20][CH2:21][N:22]3[CH2:23][CH2:24][O:25][CH2:26][CH2:27]3)[C:17]([CH3:19])=[CH:18][C:14]=2[CH:13]=1)=[O:11], predict the reactants needed to synthesize it. The reactants are: [F:1][C:2]1[CH:7]=[C:6]([O:8]C)[CH:5]=[CH:4][C:3]=1[C:10]([C:12]1[S:28][C:15]2[N:16]([CH2:20][CH2:21][N:22]3[CH2:27][CH2:26][O:25][CH2:24][CH2:23]3)[C:17]([CH3:19])=[CH:18][C:14]=2[CH:13]=1)=[O:11].B(Br)(Br)Br.C(=O)(O)[O-].S([O-])([O-])(=O)=O.[Na+].[Na+]. (8) Given the product [N:18]([CH2:21][CH:22]1[CH2:27][CH2:26][N:25]([C:2]2[N:7]=[C:6]([C:8]3[CH:17]=[CH:16][C:15]4[C:10](=[CH:11][CH:12]=[CH:13][CH:14]=4)[CH:9]=3)[CH:5]=[CH:4][N:3]=2)[CH2:24][CH2:23]1)=[N+:19]=[N-:20], predict the reactants needed to synthesize it. The reactants are: Cl[C:2]1[N:7]=[C:6]([C:8]2[CH:17]=[CH:16][C:15]3[C:10](=[CH:11][CH:12]=[CH:13][CH:14]=3)[CH:9]=2)[CH:5]=[CH:4][N:3]=1.[N:18]([CH2:21][CH:22]1[CH2:27][CH2:26][NH:25][CH2:24][CH2:23]1)=[N+:19]=[N-:20].C(N(C(C)C)CC)(C)C.C(N(CC)CC)C.